This data is from Peptide-MHC class I binding affinity with 185,985 pairs from IEDB/IMGT. The task is: Regression. Given a peptide amino acid sequence and an MHC pseudo amino acid sequence, predict their binding affinity value. This is MHC class I binding data. The peptide sequence is KYLFSPNML. The MHC is HLA-A26:02 with pseudo-sequence HLA-A26:02. The binding affinity (normalized) is 0.0847.